The task is: Binary Classification. Given a miRNA mature sequence and a target amino acid sequence, predict their likelihood of interaction.. This data is from Experimentally validated miRNA-target interactions with 360,000+ pairs, plus equal number of negative samples. (1) The miRNA is mmu-miR-3070-3p with sequence UGGUGCUACCGUCAGGGGUAGA. The protein sequence of the target gene is MRRCTNIRPGETGMDVTSRCTLGDPNKLPEGVPQPARMPYISDKHPRQTLEVINLLRKHRELCDVVLVVGAKKIYAHRVILSACSPYFRAMFTGELAESRQTEVVIRDIDERAMELLIDFAYTSQITVEEGNVQTLLPAACLLQLAEIQEACCEFLKRQLDPSNCLGIRAFADTHSCRELLRIADKFTQHNFQEVMESEEFMLLPANQLIDIISSDELNVRSEEQVFNAVMAWVKYSIQERRPQLPQVLQHVRLPLLSPKFLVGTVGSDPLIKSDEECRDLVDEAKNYLLLPQERPLMQG.... Result: 0 (no interaction). (2) The miRNA is hsa-miR-6784-3p with sequence UCUCACCCCAACUCUGCCCCAG. The protein sequence of the target gene is MAPKAAKGAKPEPAPAPPPPGAKPEEDKKDGKEPSDKPQKAVQDHKEPSDKPQKAVQPKHEVGTRRGCRRYRWELKDSNKEFWLLGHAEIKIRSLGCLIAAMILLSSLTVHPILRLIITMEISFFSFFILLYSFAIHRYIPFILWPISDLFNDLIACAFLVGAVVFAVRSRRSMNLHYLLAVILIGAAGVFAFIDVCLQRNHFRGKKAKKHMLVPPPGKEKGPQQGKGPEPAKPPEPGKPPGPAKGKK. Result: 0 (no interaction). (3) The miRNA is cel-miR-1819-3p with sequence UGGAAUGAUUGAGCUUGAUGGA. The protein sequence of the target gene is MELVQVLKRGLQQITGHGGLRGYLRVFFRTNDAKVGTLVGEDKYGNKYYEDNKQFFGRHRWVVYTTEMNGKNTFWDVDGSMVPPEWHRWLHSMTDDPPTTKPLTARKFIWTNHKFNVTGTPEQYVPYSTTRKKIQEWIPPSTPYK. Result: 0 (no interaction). (4) The miRNA is hsa-miR-6739-3p with sequence AUUGUUCUGUCUUUCUCCCAG. The protein sequence of the target gene is MASVGECPAPVPVKDKKLLEVKLGELPSWILMRDFSPSGIFGAFQRGYYRYYNKYINVKKGSISGITMVLACYVLFSYSFSYKHLKHERLRKYH. Result: 0 (no interaction). (5) The miRNA is hsa-miR-6891-5p with sequence UAAGGAGGGGGAUGAGGGG. The protein sequence of the target gene is MATSGGEEAAAAAPAPGTPATGADTTPGWEVAVRPLLSASYSAFEMKELPQLVASVIESESEILHHEKQYEPFYSSFVALSTHYITTVCSLIPRNQLQSVAAACKVLIEFSLLRLENPDEACAVSQKHLILLIKGLCTGCSRLDRTEIITFTAMMKSAKLPQTVKTLSDVEDQKELASPVSPELRQKEVQMNFLNQLTSVFNPRTVASQPISTQTLVEGENDEQSSTDQASAIKTKNVFIAQNVASLQELGGSEKLLRVCLNLPYFLRYINRFQDAVLANSFFIMPATVADATAVRNGFH.... Result: 1 (interaction).